From a dataset of Full USPTO retrosynthesis dataset with 1.9M reactions from patents (1976-2016). Predict the reactants needed to synthesize the given product. Given the product [C:24]1([CH:21]2[CH2:22][CH2:23][CH:19]([CH2:17][OH:16])[CH2:20]2)[CH:29]=[CH:28][CH:27]=[CH:26][CH:25]=1, predict the reactants needed to synthesize it. The reactants are: C1([C@H]2C[C@H]2C(OCC)=O)C=CC=CC=1.C[O:16][C:17]([CH:19]1[CH2:23][CH2:22][CH:21]([C:24]2[CH:29]=[CH:28][CH:27]=[CH:26][CH:25]=2)[CH2:20]1)=O.